Dataset: Experimentally validated miRNA-target interactions with 360,000+ pairs, plus equal number of negative samples. Task: Binary Classification. Given a miRNA mature sequence and a target amino acid sequence, predict their likelihood of interaction. (1) The miRNA is hsa-miR-4686 with sequence UAUCUGCUGGGCUUUCUGGUGUU. The protein sequence of the target gene is MLTVGCTLLVALLAAPAVALVLGSCRALEVANGTVTSLPGATVTLICPGKEAAGNVTIHWVYSGSQNREWTTTGNTLVLRDVQLSDTGDYLCSLNDHLVGTVPLLVDVPPEEPKLSCFRKNPLVNAICEWRPSSTPSPTTKAVLFAKKINTTNGKSDFQVPCQYSQQLKSFSCQVEILEGDKVYHIVSLCVANSVGSKSSHNEAFHSLKMVQPDPPANLVVSAIPGRPRWLKVSWQHPETWDPSYYLLQFQLRYRPVWSKEFTVLLLPVAQYQCVIHDALRGVKHVVQVRGKEELDLGQW.... Result: 0 (no interaction). (2) The miRNA is hsa-miR-365a-5p with sequence AGGGACUUUUGGGGGCAGAUGUG. The protein sequence of the target gene is MAQRAVWLISHEPGTPLCGTVRFSRRYPTVEKRARVFNGASYVPVPEDGPFLKALLFELRLLDDDKDFVESRDSCSRINKTSIYGLLIGGEELWPVVAFLKNDMIYACVPLVEQTLSPRPPLISVSGVSQGFEFLFGIQDFLYSGQKNDSELNTKLSQLPDLLLQACPFGTLLDANLQNSLDNTNFASVTQPQKQPAWKTGTYKGKPQVSISITEKVKSMQYDKQGIADTWQVVGTVTCKCDLEGIMPNVTISLSLPTNGSPLQDILVHPCVTSLDSAILTSSSIDAMDDSAFSGPYKFP.... Result: 0 (no interaction). (3) The miRNA is hsa-miR-455-3p with sequence GCAGUCCAUGGGCAUAUACAC. The protein sequence of the target gene is MEQPRKAVVVTGFGPFGEHTVNASWIAVQELEKLGLGDSVDLHVYEIPVEYQTVQRLIPALWEKHSPQLVVHVGVSGMATTVTLEKCGHNKGYKGLDNCRFCPGSQCCVEDGPESIDSIIDMDAVCKRVTTLGLDVSVTISQDAGRYLCDFTYYTSLYQSHGRSAFVHVPPLGKPYNADQLGRALRAIIEEMLDLLEQSEGKINYCHKH. Result: 1 (interaction). (4) The miRNA is mmu-miR-1843b-5p with sequence AUGGAGGUCUCUGUCUGACUU. The protein sequence of the target gene is MSVVHQLSAGWLLDHLSFINKINYQLHQHHEPCCRKKEFTTSVHFESLQMDSVSSSGVCAAFIASDSSTKPENDDGGNYEMFTRKFVFRPELFDVTKPYITPAVHKECQQSNEKEDLMNGVKKEISISIIGKKRKRCVVFNQGELDAMEYHTKIRELILDGSLQLIQEGLKSGFLYPLFEKQDKGSKPITLPLDACSLSELCEMAKHLPSLNEMEHQTLQLVEEDTSVTEQDLFLRVVENNSSFTKVITLMGQKYLLPPKSSFLLSDISCMQPLLNYRKTFDVIVIDPPWQNKSVKRSNR.... Result: 0 (no interaction). (5) The miRNA is mmu-miR-339-5p with sequence UCCCUGUCCUCCAGGAGCUCACG. The protein sequence of the target gene is MKLKKQVTVCGAAIFCVAVFSLYLMLDRVQHDPARHQNGGNFPRSQISVLQNRIEQLEQLLEENHDIISRIKDSVLELTANAEGPPALLPYHTANGSWAVLPEPRPSFFSVSPQDCQFALGGRGQKPELQMLTVSEDLPFDNVEGGVWRQGFDISYSPNDWDTEDLQVFVVPHSHNDPGWIKTFDKYYTEQTQHILNSMVSKLQEDPRRRFLWAEVSFFAKWWDNISAQKRAAVRRLVGNGQLEIATGGWVMPDEANSHYFALVDQLIEGHQWLERNLGATPRSGWAVDPFGHSSTMPYL.... Result: 1 (interaction).